From a dataset of NCI-60 drug combinations with 297,098 pairs across 59 cell lines. Regression. Given two drug SMILES strings and cell line genomic features, predict the synergy score measuring deviation from expected non-interaction effect. (1) Drug 1: C1CC(C1)(C2=CC=C(C=C2)C3=C(C=C4C(=N3)C=CN5C4=NNC5=O)C6=CC=CC=C6)N. Drug 2: CCC1(C2=C(COC1=O)C(=O)N3CC4=CC5=C(C=CC(=C5CN(C)C)O)N=C4C3=C2)O. Cell line: NCI-H460. Synergy scores: CSS=77.1, Synergy_ZIP=10.3, Synergy_Bliss=8.05, Synergy_Loewe=9.71, Synergy_HSA=11.1. (2) Drug 1: CC12CCC(CC1=CCC3C2CCC4(C3CC=C4C5=CN=CC=C5)C)O. Drug 2: CC1C(C(CC(O1)OC2CC(CC3=C2C(=C4C(=C3O)C(=O)C5=C(C4=O)C(=CC=C5)OC)O)(C(=O)C)O)N)O.Cl. Cell line: SN12C. Synergy scores: CSS=31.2, Synergy_ZIP=9.98, Synergy_Bliss=14.1, Synergy_Loewe=14.0, Synergy_HSA=14.1. (3) Drug 1: CC1C(C(CC(O1)OC2CC(CC3=C2C(=C4C(=C3O)C(=O)C5=C(C4=O)C(=CC=C5)OC)O)(C(=O)C)O)N)O.Cl. Drug 2: CC1CCC2CC(C(=CC=CC=CC(CC(C(=O)C(C(C(=CC(C(=O)CC(OC(=O)C3CCCCN3C(=O)C(=O)C1(O2)O)C(C)CC4CCC(C(C4)OC)O)C)C)O)OC)C)C)C)OC. Cell line: NCIH23. Synergy scores: CSS=49.0, Synergy_ZIP=-1.12, Synergy_Bliss=3.50, Synergy_Loewe=5.34, Synergy_HSA=6.92. (4) Drug 1: C1C(C(OC1N2C=C(C(=O)NC2=O)F)CO)O. Drug 2: CNC(=O)C1=NC=CC(=C1)OC2=CC=C(C=C2)NC(=O)NC3=CC(=C(C=C3)Cl)C(F)(F)F. Cell line: BT-549. Synergy scores: CSS=25.9, Synergy_ZIP=-5.43, Synergy_Bliss=-1.36, Synergy_Loewe=-31.1, Synergy_HSA=-4.30. (5) Drug 1: CN(CC1=CN=C2C(=N1)C(=NC(=N2)N)N)C3=CC=C(C=C3)C(=O)NC(CCC(=O)O)C(=O)O. Drug 2: CN(CCCl)CCCl.Cl. Cell line: SK-MEL-2. Synergy scores: CSS=8.42, Synergy_ZIP=-4.31, Synergy_Bliss=-6.41, Synergy_Loewe=-0.743, Synergy_HSA=-7.26.